From a dataset of Forward reaction prediction with 1.9M reactions from USPTO patents (1976-2016). Predict the product of the given reaction. (1) Given the reactants [NH2:1][CH2:2][C:3]1[CH:4]=[C:5]2[C:10](=[CH:11][N:12]=1)[CH2:9][N:8]([C:13]1[C:18]([F:19])=[C:17]([O:20][CH3:21])[CH:16]=[C:15]([O:22][CH3:23])[C:14]=1[F:24])[C:7](=[O:25])[C:6]12[CH2:27][CH2:26]1.C(N(CC)C(C)C)(C)C.[C:37](Cl)(=[O:40])[CH:38]=[CH2:39], predict the reaction product. The product is: [F:24][C:14]1[C:15]([O:22][CH3:23])=[CH:16][C:17]([O:20][CH3:21])=[C:18]([F:19])[C:13]=1[N:8]1[C:7](=[O:25])[C:6]2([CH2:27][CH2:26]2)[C:5]2[C:10](=[CH:11][N:12]=[C:3]([CH2:2][NH:1][C:37](=[O:40])[CH:38]=[CH2:39])[CH:4]=2)[CH2:9]1. (2) The product is: [ClH:58].[ClH:58].[CH3:45][O:44][C:43]1[C:42]([CH3:46])=[C:41]([O:47][CH3:48])[S:40][C:39]=1[C:36]1[CH:35]=[CH:34][C:33]([C:32]([N:29]2[CH2:30][CH2:31][N:26]([CH2:25][CH2:24][CH2:23][N:20]3[CH2:21][CH2:22][N:17]([C:15](=[O:16])[C:14]4[CH:50]=[CH:51][C:11]([C:4]5[S:5][C:6]([O:9][CH3:10])=[C:7]([CH3:8])[C:3]=5[O:2][CH3:1])=[CH:12][CH:13]=4)[CH2:18][CH2:19]3)[CH2:27][CH2:28]2)=[O:49])=[CH:38][CH:37]=1. Given the reactants [CH3:1][O:2][C:3]1[C:7]([CH3:8])=[C:6]([O:9][CH3:10])[S:5][C:4]=1[C:11]1[CH:51]=[CH:50][C:14]([C:15]([N:17]2[CH2:22][CH2:21][N:20]([CH2:23][CH2:24][CH2:25][N:26]3[CH2:31][CH2:30][N:29]([C:32](=[O:49])[C:33]4[CH:38]=[CH:37][C:36]([C:39]5[S:40][C:41]([O:47][CH3:48])=[C:42]([CH3:46])[C:43]=5[O:44][CH3:45])=[CH:35][CH:34]=4)[CH2:28][CH2:27]3)[CH2:19][CH2:18]2)=[O:16])=[CH:13][CH:12]=1.C(OCC)(=O)C.[ClH:58], predict the reaction product. (3) Given the reactants F[B-](F)(F)F.F[B-](F)(F)F.ClC[N+]12CC[N+]([F:21])(CC1)CC2.[C:22]([O:26][C:27](=[O:44])[C:28]1[C:33]([NH:34][C:35]2[CH:40]=[CH:39][C:38]([Br:41])=[CH:37][C:36]=2[Cl:42])=[CH:32][C:31]([NH2:43])=[N:30][CH:29]=1)([CH3:25])([CH3:24])[CH3:23].CO.O, predict the reaction product. The product is: [C:22]([O:26][C:27](=[O:44])[C:28]1[C:33]([NH:34][C:35]2[CH:40]=[CH:39][C:38]([Br:41])=[CH:37][C:36]=2[Cl:42])=[C:32]([F:21])[C:31]([NH2:43])=[N:30][CH:29]=1)([CH3:25])([CH3:23])[CH3:24].